The task is: Binary Classification. Given a T-cell receptor sequence (or CDR3 region) and an epitope sequence, predict whether binding occurs between them.. This data is from TCR-epitope binding with 47,182 pairs between 192 epitopes and 23,139 TCRs. (1) The epitope is KRWIIMGLNK. The TCR CDR3 sequence is CASSQGGLLLSEQYF. Result: 0 (the TCR does not bind to the epitope). (2) The epitope is PROT_97E67BCC. The TCR CDR3 sequence is CASSDLASGTGEQFF. Result: 1 (the TCR binds to the epitope). (3) The epitope is RQLLFVVEV. The TCR CDR3 sequence is CASSYQDRGAYEQYF. Result: 1 (the TCR binds to the epitope). (4) The epitope is FLPRVFSAV. The TCR CDR3 sequence is CSASFVVQQETQYF. Result: 1 (the TCR binds to the epitope). (5) The epitope is GVAMPNLYK. The TCR CDR3 sequence is CASSSLAGGGYNEQFF. Result: 1 (the TCR binds to the epitope). (6) The epitope is FVDGVPFVV. The TCR CDR3 sequence is CASSLDGRNEQFF. Result: 1 (the TCR binds to the epitope). (7) The epitope is IIKDYGKQM. The TCR CDR3 sequence is CSVEGMRDYGYTF. Result: 1 (the TCR binds to the epitope). (8) The epitope is FTISVTTEIL. The TCR CDR3 sequence is CASSLGPDEKLFF. Result: 0 (the TCR does not bind to the epitope). (9) The epitope is RQLLFVVEV. The TCR CDR3 sequence is CASSMMNTGELFF. Result: 0 (the TCR does not bind to the epitope). (10) The epitope is RAKFKQLL. The TCR CDR3 sequence is CASSFGGLDEQFF. Result: 1 (the TCR binds to the epitope).